From a dataset of Full USPTO retrosynthesis dataset with 1.9M reactions from patents (1976-2016). Predict the reactants needed to synthesize the given product. (1) Given the product [CH:10]1([CH2:9][S:8][C:4]2[N:3]=[C:2]([C:24]3[CH:23]=[C:22]([F:37])[C:21]([O:20][CH2:19][CH2:18][CH2:17][C:16]([OH:38])=[O:15])=[C:26]([F:27])[CH:25]=3)[CH:7]=[CH:6][CH:5]=2)[CH2:12][CH2:11]1, predict the reactants needed to synthesize it. The reactants are: Cl[C:2]1[CH:7]=[CH:6][CH:5]=[C:4]([S:8][CH2:9][CH:10]2[CH2:12][CH2:11]2)[N:3]=1.C([O:15][C:16](=[O:38])[CH2:17][CH2:18][CH2:19][O:20][C:21]1[C:26]([F:27])=[CH:25][C:24](B2OC(C)(C)C(C)(C)O2)=[CH:23][C:22]=1[F:37])C. (2) Given the product [CH:23]1([CH2:22][N:1]2[CH2:2][CH2:3][CH:4]([O:7][CH:8]3[CH2:13][CH2:12][N:11]([C:14]([O:16][C:17]([CH3:20])([CH3:19])[CH3:18])=[O:15])[CH2:10][CH2:9]3)[CH2:5][CH2:6]2)[CH2:25][CH2:24]1, predict the reactants needed to synthesize it. The reactants are: [N:1]1[CH:6]=[CH:5][C:4]([O:7][CH:8]2[CH2:13][CH2:12][N:11]([C:14]([O:16][C:17]([CH3:20])([CH3:19])[CH3:18])=[O:15])[CH2:10][CH2:9]2)=[CH:3][CH:2]=1.Br[CH2:22][CH:23]1[CH2:25][CH2:24]1. (3) Given the product [Si:10]([O:14][C:15]1[CH:24]=[CH:23][C:18]2[S:19][C:20](=[O:22])[O:21][C:17]=2[CH:16]=1)([C:6]([CH3:9])([CH3:8])[CH3:7])([CH3:12])[CH3:11], predict the reactants needed to synthesize it. The reactants are: N1C=CN=C1.[C:6]([Si:10](Cl)([CH3:12])[CH3:11])([CH3:9])([CH3:8])[CH3:7].[OH:14][C:15]1[CH:24]=[CH:23][C:18]2[S:19][C:20](=[O:22])[O:21][C:17]=2[CH:16]=1.O.